Dataset: Full USPTO retrosynthesis dataset with 1.9M reactions from patents (1976-2016). Task: Predict the reactants needed to synthesize the given product. (1) Given the product [CH3:15][CH:16]([N:18]1[CH2:23][CH2:22][N:21]([C:36]([C@H:33]2[CH2:34][CH2:35][N:31]([C:29]([O:28][C:24]([CH3:27])([CH3:26])[CH3:25])=[O:30])[CH2:32]2)=[O:37])[CH2:20][CH2:19]1)[CH3:17], predict the reactants needed to synthesize it. The reactants are: C(Cl)CCl.C1C=CC2N(O)N=NC=2C=1.[CH3:15][CH:16]([N:18]1[CH2:23][CH2:22][NH:21][CH2:20][CH2:19]1)[CH3:17].[C:24]([O:28][C:29]([N:31]1[CH2:35][CH2:34][C@H:33]([C:36](O)=[O:37])[CH2:32]1)=[O:30])([CH3:27])([CH3:26])[CH3:25]. (2) Given the product [CH3:21][C:22]([CH3:36])([CH3:35])[CH2:23][NH:24][C:25]1[C:30]([C:31]#[C:32][C:10](=[O:12])[C:9]2[CH:8]=[CH:7][C:6]([N:1]3[CH:5]=[CH:4][N:3]=[N:2]3)=[CH:14][CH:13]=2)=[CH:29][N:28]=[C:27]([C:33]#[N:34])[N:26]=1, predict the reactants needed to synthesize it. The reactants are: [N:1]1([C:6]2[CH:14]=[CH:13][C:9]([C:10]([OH:12])=O)=[CH:8][CH:7]=2)[CH:5]=[CH:4][N:3]=[N:2]1.C(Cl)(=O)C(Cl)=O.[CH3:21][C:22]([CH3:36])([CH3:35])[CH2:23][NH:24][C:25]1[C:30]([C:31]#[CH:32])=[CH:29][N:28]=[C:27]([C:33]#[N:34])[N:26]=1.C(N(CC)CC)C. (3) Given the product [CH3:37][N:38]1[CH2:43][CH2:42][N:41]([CH2:32][C:33]([NH:1][C:2]2[S:3][C:4]3[CH:10]=[C:9]([O:11][C:12]4[CH:13]=[C:14]([CH:28]=[CH:29][CH:30]=4)[C:15]([NH:17][C:18]4[CH:23]=[CH:22][CH:21]=[C:20]([C:24]([F:27])([F:25])[F:26])[CH:19]=4)=[O:16])[CH:8]=[CH:7][C:5]=3[N:6]=2)=[O:34])[CH2:40][CH2:39]1, predict the reactants needed to synthesize it. The reactants are: [NH2:1][C:2]1[S:3][C:4]2[CH:10]=[C:9]([O:11][C:12]3[CH:13]=[C:14]([CH:28]=[CH:29][CH:30]=3)[C:15]([NH:17][C:18]3[CH:23]=[CH:22][CH:21]=[C:20]([C:24]([F:27])([F:26])[F:25])[CH:19]=3)=[O:16])[CH:8]=[CH:7][C:5]=2[N:6]=1.Cl[CH2:32][C:33](Cl)=[O:34].O.[CH3:37][N:38]1[CH2:43][CH2:42][NH:41][CH2:40][CH2:39]1.